From a dataset of Tox21: 12 toxicity assays (nuclear receptors and stress response pathways). Binary classification across 12 toxicity assays. (1) The drug is O=C(O)Cn1c(C(=O)Nc2nc(-c3ccccc3Cl)cs2)cc2ccccc21. It tested positive (active) for: NR-PPAR-gamma (PPAR-gamma nuclear receptor agonist), and SR-ARE (Antioxidant Response Element (oxidative stress)). (2) The compound is C[C@]12CC[C@@H]3c4ccc(O)cc4CC[C@H]3[C@@H]1CC[C@@H]2O. It tested positive (active) for: NR-AR (Androgen Receptor agonist activity), NR-AR-LBD (Androgen Receptor Ligand Binding Domain agonist), NR-Aromatase (Aromatase enzyme inhibition), NR-ER (Estrogen Receptor agonist activity), NR-ER-LBD (Estrogen Receptor Ligand Binding Domain agonist), SR-MMP (Mitochondrial Membrane Potential disruption), and SR-p53 (p53 tumor suppressor activation). (3) The compound is Cc1ccc(/N=N/c2c(O)c(C(=O)[O-])cc3ccccc23)c(S(=O)(=O)[O-])c1. It tested positive (active) for: NR-AhR (Aryl hydrocarbon Receptor agonist activity), and SR-ARE (Antioxidant Response Element (oxidative stress)).